This data is from Peptide-MHC class II binding affinity with 134,281 pairs from IEDB. The task is: Regression. Given a peptide amino acid sequence and an MHC pseudo amino acid sequence, predict their binding affinity value. This is MHC class II binding data. (1) The peptide sequence is KNTIVIPKGDFLTGP. The MHC is HLA-DPA10201-DPB10501 with pseudo-sequence HLA-DPA10201-DPB10501. The binding affinity (normalized) is 0.153. (2) The peptide sequence is AINDNKVGEVCSFYA. The MHC is DRB1_0101 with pseudo-sequence DRB1_0101. The binding affinity (normalized) is 0.197. (3) The peptide sequence is SFFELDRWEKIRLRPGGK. The MHC is DRB1_0901 with pseudo-sequence DRB1_0901. The binding affinity (normalized) is 0. (4) The peptide sequence is FRAAMATTANVPPAD. The MHC is HLA-DPA10301-DPB10402 with pseudo-sequence HLA-DPA10301-DPB10402. The binding affinity (normalized) is 0. (5) The peptide sequence is EKIEENGSMRVFVDVI. The MHC is HLA-DQA10101-DQB10501 with pseudo-sequence HLA-DQA10101-DQB10501. The binding affinity (normalized) is 0.309. (6) The binding affinity (normalized) is 0.569. The peptide sequence is VRILRRVHHRKYLTD. The MHC is DRB5_0101 with pseudo-sequence DRB5_0101.